From a dataset of Full USPTO retrosynthesis dataset with 1.9M reactions from patents (1976-2016). Predict the reactants needed to synthesize the given product. (1) The reactants are: [NH2:1][C:2]1[CH:10]=[CH:9][C:8]([Br:11])=[CH:7][C:3]=1[C:4](O)=[O:5].[CH3:12][NH:13][CH:14]=O. Given the product [Br:11][C:8]1[CH:7]=[C:3]2[C:2](=[CH:10][CH:9]=1)[N:1]=[CH:12][N:13]([CH3:14])[C:4]2=[O:5], predict the reactants needed to synthesize it. (2) Given the product [CH3:13][C:3]1[C:4]([C:7]2[O:8][CH:9]=[C:10]([CH3:12])[N:11]=2)=[C:5]([NH2:15])[NH:6][N:2]=1, predict the reactants needed to synthesize it. The reactants are: C[N:2](C)[C:3]([CH3:13])=[C:4]([C:7]1[O:8][CH:9]=[C:10]([CH3:12])[N:11]=1)[C:5]#[N:6].[NH4+:15].[OH-]. (3) The reactants are: [Cl:1][C:2]1[C:11]2[C:6](=[CH:7][C:8]([O:14][CH2:15][CH3:16])=[CH:9][C:10]=2[O:12][CH3:13])[N:5]=[CH:4][N:3]=1.[NH2:17][C:18]1[CH:19]=[N:20][N:21]([CH2:23][C:24]([NH:26][C:27]2[CH:32]=[CH:31][CH:30]=[C:29]([F:33])[C:28]=2[F:34])=[O:25])[CH:22]=1. Given the product [ClH:1].[F:34][C:28]1[C:29]([F:33])=[CH:30][CH:31]=[CH:32][C:27]=1[NH:26][C:24](=[O:25])[CH2:23][N:21]1[CH:22]=[C:18]([NH:17][C:2]2[C:11]3[C:6](=[CH:7][C:8]([O:14][CH2:15][CH3:16])=[CH:9][C:10]=3[O:12][CH3:13])[N:5]=[CH:4][N:3]=2)[CH:19]=[N:20]1, predict the reactants needed to synthesize it. (4) Given the product [Br:1][C:2]1[CH:28]=[CH:27][C:26]([Br:29])=[CH:25][C:3]=1[C:4]1[O:24][C:8]([C:9]2[CH:14]=[CH:13][C:12]([O:15][CH2:16][CH2:17][CH2:18][CH2:19][CH2:20][CH2:21][CH2:22][CH3:23])=[CH:11][CH:10]=2)=[N:7][N:6]=1, predict the reactants needed to synthesize it. The reactants are: [Br:1][C:2]1[CH:28]=[CH:27][C:26]([Br:29])=[CH:25][C:3]=1[C:4]([NH:6][NH:7][C:8](=[O:24])[C:9]1[CH:14]=[CH:13][C:12]([O:15][CH2:16][CH2:17][CH2:18][CH2:19][CH2:20][CH2:21][CH2:22][CH3:23])=[CH:11][CH:10]=1)=O. (5) Given the product [F:19][C:17]1[CH:16]=[C:15]([C@@H:20]([C:45]2[CH:50]=[CH:49][C:48]([S:51]([CH3:54])(=[O:53])=[O:52])=[CH:47][CH:46]=2)[CH2:21][CH2:22][N:23]2[CH2:28][CH2:27][CH:26]([CH2:29][CH2:30][S:31]([C:34]3[CH:44]=[CH:43][C:37]([O:38][CH2:39][C:40]([NH:59][S:56]([CH3:55])(=[O:58])=[O:57])=[O:41])=[CH:36][CH:35]=3)(=[O:33])=[O:32])[CH2:25][CH2:24]2)[CH:14]=[C:13]([F:12])[CH:18]=1, predict the reactants needed to synthesize it. The reactants are: CCN=C=NCCCN(C)C.[F:12][C:13]1[CH:14]=[C:15]([C@@H:20]([C:45]2[CH:50]=[CH:49][C:48]([S:51]([CH3:54])(=[O:53])=[O:52])=[CH:47][CH:46]=2)[CH2:21][CH2:22][N:23]2[CH2:28][CH2:27][CH:26]([CH2:29][CH2:30][S:31]([C:34]3[CH:44]=[CH:43][C:37]([O:38][CH2:39][C:40](O)=[O:41])=[CH:36][CH:35]=3)(=[O:33])=[O:32])[CH2:25][CH2:24]2)[CH:16]=[C:17]([F:19])[CH:18]=1.[CH3:55][S:56]([NH2:59])(=[O:58])=[O:57]. (6) Given the product [C:13]([Si:17]([CH3:19])([CH3:18])[N:7]1[C:8]2[C:4](=[CH:3][C:2]([F:1])=[CH:10][CH:9]=2)[CH:5]=[CH:6]1)([CH3:16])([CH3:15])[CH3:14], predict the reactants needed to synthesize it. The reactants are: [F:1][C:2]1[CH:3]=[C:4]2[C:8](=[CH:9][CH:10]=1)[NH:7][CH:6]=[CH:5]2.[H-].[Na+].[C:13]([Si:17](Cl)([CH3:19])[CH3:18])([CH3:16])([CH3:15])[CH3:14].O.